From a dataset of HIV replication inhibition screening data with 41,000+ compounds from the AIDS Antiviral Screen. Binary Classification. Given a drug SMILES string, predict its activity (active/inactive) in a high-throughput screening assay against a specified biological target. (1) The drug is CCCCC(C(=O)CCC(=O)Nc1ccc(Cl)c(Cl)c1)C(=O)C(C)C. The result is 0 (inactive). (2) The molecule is O=C(O)C1CCC(=O)N1S(=O)(=O)c1ccccc1. The result is 0 (inactive). (3) The drug is N=c1oc2ccc(Cl)cc2cc1C(=O)NCc1ccccc1. The result is 0 (inactive).